This data is from Reaction yield outcomes from USPTO patents with 853,638 reactions. The task is: Predict the reaction yield, written as a fraction of the theoretical maximum amount of product (1.0 means a 100% yield; for example, 0.34 means a 34% yield). (1) The catalyst is C(O)C.C1(C)C=CC=CC=1.CCCCCC. The reactants are [NH2:1][C:2]1[CH:25]=[CH:24][C:5]([O:6][C:7]2[N:12]=[CH:11][N:10]=[C:9]([NH:13][C:14]([NH:16][CH:17]3[CH2:22][CH2:21][N:20]([CH3:23])[CH2:19][CH2:18]3)=[O:15])[CH:8]=2)=[C:4]([F:26])[CH:3]=1.CC1(C)C2(CS(O)(=O)=O)C(CC1CC2)=O.[C:42]1([CH2:48][C:49]([N:51]=[C:52]=[S:53])=[O:50])[CH:47]=[CH:46][CH:45]=[CH:44][CH:43]=1.C(OCC)C. The product is [F:26][C:4]1[CH:3]=[C:2]([NH:1][C:52]([NH:51][C:49](=[O:50])[CH2:48][C:42]2[CH:43]=[CH:44][CH:45]=[CH:46][CH:47]=2)=[S:53])[CH:25]=[CH:24][C:5]=1[O:6][C:7]1[N:12]=[CH:11][N:10]=[C:9]([NH:13][C:14]([NH:16][CH:17]2[CH2:22][CH2:21][N:20]([CH3:23])[CH2:19][CH2:18]2)=[O:15])[CH:8]=1. The yield is 0.181. (2) The yield is 0.550. The catalyst is O. The product is [OH:1][CH2:2][CH2:3][CH2:4][N:5]1[C:9]2[CH:10]=[CH:11][C:12]([CH:14]=[O:17])=[CH:13][C:8]=2[N:7]=[N:6]1. The reactants are [OH:1][CH2:2][CH2:3][CH2:4][N:5]1[C:9]2[CH:10]=[CH:11][C:12]([C:14]#N)=[CH:13][C:8]=2[N:7]=[N:6]1.C(O)=[O:17]. (3) The reactants are [CH2:1]1[O:13][C:12]2[CH:11]=[C:10]3[C:5]([C:6]([N:14]([CH2:27][CH2:28][N:29]([CH3:31])[CH3:30])[C:15](=[O:26])[C:16]4[CH:21]=[CH:20][CH:19]=[C:18]([N+:22]([O-:24])=[O:23])[C:17]=4Br)=[CH:7][CH:8]=[N:9]3)=[CH:4][C:3]=2[O:2]1.C1OC2C=C3C(C(NCCN(C)C)=CC=N3)=CC=2O1.C(N(CC)CC)C.BrC1C([N+]([O-])=O)=CC=CC=1C(Cl)=O. The catalyst is C(Cl)Cl. The product is [N+:22]([C:18]1[C:17]2[C:7]3[C:6](=[C:5]4[CH:4]=[C:3]5[O:2][CH2:1][O:13][C:12]5=[CH:11][C:10]4=[N:9][CH:8]=3)[N:14]([CH2:27][CH2:28][N:29]([CH3:31])[CH3:30])[C:15](=[O:26])[C:16]=2[CH:21]=[CH:20][CH:19]=1)([O-:24])=[O:23]. The yield is 0.739. (4) The reactants are [NH:1]1[C:9]2[C:4](=[N:5][CH:6]=[C:7]([C:10]([OH:12])=O)[CH:8]=2)[N:3]=[CH:2]1.[NH:13]1[CH2:18][CH2:17][CH2:16][C@@H:15]2[C:19]3[CH:20]=[CH:21][CH:22]=[CH:23][C:24]=3[CH2:25][C@H:14]12.F[P-](F)(F)(F)(F)F.N1(OC(N(C)C)=[N+](C)C)C2N=CC=CC=2N=N1. No catalyst specified. The product is [N:13]1([C:10]([C:7]2[CH:8]=[C:9]3[NH:1][CH:2]=[N:3][C:4]3=[N:5][CH:6]=2)=[O:12])[CH2:18][CH2:17][CH2:16][C@@H:15]2[C:19]3[CH:20]=[CH:21][CH:22]=[CH:23][C:24]=3[CH2:25][C@H:14]12. The yield is 0.710. (5) The reactants are [C:1](=[O:4])([O-])[NH2:2].Cl.[CH3:6][C@@H:7]1[CH2:12][CH2:11][NH:10][CH2:9][C@@H:8]1[C:13]1[N:17]2[C:18]3[CH:24]=[CH:23][NH:22][C:19]=3[N:20]=[CH:21][C:16]2=[CH:15][N:14]=1.CC[N:27]([CH:31](C)C)[CH:28]([CH3:30])C.C[C:35]#[N:36]. No catalyst specified. The product is [C:13]1([C@@H:8]2[C@H:7]([CH3:6])[CH2:12][CH2:11][N:10]([C:1]([NH:2][C:35]3[CH:30]=[CH:28][N:27]=[CH:31][N:36]=3)=[O:4])[CH2:9]2)[N:17]2[C:18]3[CH:24]=[CH:23][NH:22][C:19]=3[N:20]=[CH:21][C:16]2=[CH:15][N:14]=1. The yield is 0.0900. (6) The reactants are Br[C:2]1[S:6][C:5]([C:7]2[CH:8]=[N:9][CH:10]=[CH:11][CH:12]=2)=[N:4][C:3]=1[C:13]([O:15][CH2:16][CH3:17])=[O:14].O.[N-:19]=[N+]=[N-].[Na+]. The catalyst is CN(C=O)C. The product is [NH2:19][C:2]1[S:6][C:5]([C:7]2[CH:8]=[N:9][CH:10]=[CH:11][CH:12]=2)=[N:4][C:3]=1[C:13]([O:15][CH2:16][CH3:17])=[O:14]. The yield is 0.300. (7) The reactants are [Br:1][C:2]1[CH:14]=[CH:13][C:12]2[C:11]3[C:6](=[CH:7][C:8]([Br:15])=[CH:9][CH:10]=3)[C:5]([CH2:17][CH2:18][CH2:19][CH2:20][N:21]3C(=O)C4C(=CC=CC=4)C3=O)([CH3:16])[C:4]=2[CH:3]=1.O.NN.Cl.ClCCl. The catalyst is C(O)C. The product is [Br:1][C:2]1[CH:14]=[CH:13][C:12]2[C:11]3[C:6](=[CH:7][C:8]([Br:15])=[CH:9][CH:10]=3)[C:5]([CH2:17][CH2:18][CH2:19][CH2:20][NH2:21])([CH3:16])[C:4]=2[CH:3]=1. The yield is 1.00.